This data is from Full USPTO retrosynthesis dataset with 1.9M reactions from patents (1976-2016). The task is: Predict the reactants needed to synthesize the given product. Given the product [CH3:21][O:20][C:18]([C:3]1[C:4](=[O:16])[S:5][C:6]([CH3:15])([CH2:7][CH2:8][CH2:9][CH2:10][CH2:11][CH2:12][CH2:13][CH3:14])[C:2]=1[OH:1])=[O:19], predict the reactants needed to synthesize it. The reactants are: [OH:1][C:2]1[C:6]([CH3:15])([CH2:7][CH2:8][CH2:9][CH2:10][CH2:11][CH2:12][CH2:13][CH3:14])[S:5][C:4](=[O:16])[CH:3]=1.Cl[C:18]([O:20][CH3:21])=[O:19].CN(C1C=CC=CN=1)C.CCN(CC)CC.